This data is from Forward reaction prediction with 1.9M reactions from USPTO patents (1976-2016). The task is: Predict the product of the given reaction. (1) Given the reactants [CH3:1][O:2][C:3](=[O:16])[CH2:4][C:5]1[CH:10]=[C:9]([O:11][CH3:12])[C:8]([OH:13])=[C:7]([O:14][CH3:15])[CH:6]=1.C(=O)([O-])[O-].[K+].[K+].[I-].[K+], predict the reaction product. The product is: [CH3:1][O:2][C:3](=[O:16])[CH2:4][C:5]1[CH:6]=[C:7]([O:14][CH3:15])[C:8]([O:13][CH2:4][C:5]2[CH:10]=[CH:9][CH:8]=[CH:7][CH:6]=2)=[C:9]([O:11][CH3:12])[CH:10]=1. (2) Given the reactants [C:1]([C:5]1[CH:10]=[CH:9][C:8]([N:11]2[CH2:19][C:18]3[C:13](=[C:14]([N+:20]([O-])=O)[CH:15]=[CH:16][CH:17]=3)[C:12]2=[O:23])=[CH:7][CH:6]=1)([CH3:4])([CH3:3])[CH3:2], predict the reaction product. The product is: [NH2:20][C:14]1[CH:15]=[CH:16][CH:17]=[C:18]2[C:13]=1[C:12](=[O:23])[N:11]([C:8]1[CH:7]=[CH:6][C:5]([C:1]([CH3:4])([CH3:3])[CH3:2])=[CH:10][CH:9]=1)[CH2:19]2. (3) The product is: [Cl:11][C:4]1[CH:5]=[C:6]([NH2:8])[CH:7]=[C:2]([Cl:1])[C:3]=1[S:12][C:13]1[S:14][C:15]2[CH:21]=[CH:20][C:19]([C:22]([F:25])([F:23])[F:24])=[CH:18][C:16]=2[N:17]=1. Given the reactants [Cl:1][C:2]1[CH:7]=[C:6]([N+:8]([O-])=O)[CH:5]=[C:4]([Cl:11])[C:3]=1[S:12][C:13]1[S:14][C:15]2[CH:21]=[CH:20][C:19]([C:22]([F:25])([F:24])[F:23])=[CH:18][C:16]=2[N:17]=1.O.O.[Sn](Cl)(Cl)(Cl)Cl.[OH-].[Na+], predict the reaction product. (4) Given the reactants [F:1][C:2]([F:12])([F:11])[C:3]1[C:7](B(O)O)=[CH:6][NH:5][N:4]=1.Br[C:14]1[N:19]=[C:18]2[S:20][C:21]([NH:23][C:24](=[O:35])[C:25]3[CH:30]=[CH:29][C:28]([C:31]([OH:34])([CH3:33])[CH3:32])=[CH:27][CH:26]=3)=[N:22][C:17]2=[CH:16][CH:15]=1, predict the reaction product. The product is: [OH:34][C:31]([C:28]1[CH:27]=[CH:26][C:25]([C:24]([NH:23][C:21]2[S:20][C:18]3[C:17]([N:22]=2)=[CH:16][CH:15]=[C:14]([C:7]2[C:3]([C:2]([F:12])([F:11])[F:1])=[N:4][NH:5][CH:6]=2)[N:19]=3)=[O:35])=[CH:30][CH:29]=1)([CH3:32])[CH3:33]. (5) Given the reactants [Cl:1][C:2]1[CH:18]=[CH:17][C:5]([O:6][C:7]2[CH:12]=[CH:11][CH:10]=[CH:9][C:8]=2[CH2:13][C:14](O)=[O:15])=[CH:4][CH:3]=1.CN(C)C=O.O=S(Cl)[Cl:26], predict the reaction product. The product is: [Cl:1][C:2]1[CH:18]=[CH:17][C:5]([O:6][C:7]2[CH:12]=[CH:11][CH:10]=[CH:9][C:8]=2[CH2:13][C:14]([Cl:26])=[O:15])=[CH:4][CH:3]=1.